From a dataset of Catalyst prediction with 721,799 reactions and 888 catalyst types from USPTO. Predict which catalyst facilitates the given reaction. Reactant: [NH2:1][C:2]1[C:7]([F:8])=[C:6]([CH2:9][C:10]2[CH:15]=[CH:14][C:13]([F:16])=[CH:12][CH:11]=2)[N:5]=[C:4]([CH:17]=[O:18])[CH:3]=1.[Cl:19]N1C(C)(C)C(=O)N(Cl)C1=O. Product: [NH2:1][C:2]1[C:7]([F:8])=[C:6]([CH2:9][C:10]2[CH:11]=[CH:12][C:13]([F:16])=[CH:14][CH:15]=2)[N:5]=[C:4]([CH:17]=[O:18])[C:3]=1[Cl:19]. The catalyst class is: 23.